Dataset: Catalyst prediction with 721,799 reactions and 888 catalyst types from USPTO. Task: Predict which catalyst facilitates the given reaction. Product: [Cl:27][C:24]1[CH:25]=[CH:26][C:21]([O:20][C:17]2[CH:18]=[CH:19][C:14]([O:13][C@@H:10]3[CH2:11][CH2:12][NH:8][CH2:9]3)=[CH:15][CH:16]=2)=[CH:22][CH:23]=1. The catalyst class is: 12. Reactant: C(OC([N:8]1[CH2:12][CH2:11][C@@H:10]([O:13][C:14]2[CH:19]=[CH:18][C:17]([O:20][C:21]3[CH:26]=[CH:25][C:24]([Cl:27])=[CH:23][CH:22]=3)=[CH:16][CH:15]=2)[CH2:9]1)=O)(C)(C)C.Cl.